This data is from Full USPTO retrosynthesis dataset with 1.9M reactions from patents (1976-2016). The task is: Predict the reactants needed to synthesize the given product. (1) The reactants are: ClC(OCC)=O.[C:7]([O:11][C:12](=[O:29])[C@@H:13]([NH:19][C:20]([O:22][CH2:23][CH2:24][Si:25]([CH3:28])([CH3:27])[CH3:26])=[O:21])[CH2:14][CH2:15][C:16](O)=[O:17])([CH3:10])([CH3:9])[CH3:8].CN1CCOCC1.[BH4-].[Na+]. Given the product [OH:17][CH2:16][CH2:15][CH2:14][C@@H:13]([C:12]([O:11][C:7]([CH3:10])([CH3:9])[CH3:8])=[O:29])[NH:19][C:20]([O:22][CH2:23][CH2:24][Si:25]([CH3:27])([CH3:26])[CH3:28])=[O:21], predict the reactants needed to synthesize it. (2) Given the product [Cl:5][CH2:6][C:7]([C:20]1[CH:19]=[C:18]([CH3:28])[N:17]([C:14]2[CH:15]=[CH:16][C:11]([Cl:10])=[CH:12][CH:13]=2)[C:21]=1[CH3:22])=[O:8], predict the reactants needed to synthesize it. The reactants are: [Cl-].[Al+3].[Cl-].[Cl-].[Cl:5][CH2:6][C:7](Cl)=[O:8].[Cl:10][C:11]1[CH:16]=[CH:15][C:14]([N:17]2[C:21]([CH3:22])=[CH:20][C:19](C(=O)C(O)=O)=[C:18]2[CH3:28])=[CH:13][CH:12]=1.N1C=CC=C1. (3) Given the product [Br:8][C:5]1[CH:6]=[CH:7][C:2]2[N:3]([CH:10]=[CH:11][N:1]=2)[CH:4]=1, predict the reactants needed to synthesize it. The reactants are: [NH2:1][C:2]1[CH:7]=[CH:6][C:5]([Br:8])=[CH:4][N:3]=1.Cl[CH2:10][CH:11]=O.C([O-])(O)=O.[Na+]. (4) Given the product [C:27]([OH:31])(=[O:29])[CH3:28].[CH2:2]([NH:14][C:15]1[NH:16][C:36]([CH3:38])([CH3:35])[N:26]=[C:18]([N:19]2[CH2:20][CH2:21][N:22]([CH3:25])[CH2:23][CH2:24]2)[N:17]=1)[CH2:3][CH2:4][CH2:5][CH2:6][CH2:7][CH2:8][CH2:9][CH2:10][CH2:11][CH2:12][CH3:13], predict the reactants needed to synthesize it. The reactants are: Cl.[CH2:2]([NH:14][C:15]([NH:17][C:18](=[NH:26])[N:19]1[CH2:24][CH2:23][N:22]([CH3:25])[CH2:21][CH2:20]1)=[NH:16])[CH2:3][CH2:4][CH2:5][CH2:6][CH2:7][CH2:8][CH2:9][CH2:10][CH2:11][CH2:12][CH3:13].[CH2:27]([OH:29])[CH3:28].S(=O)(=O)(O)[OH:31].[CH3:35][C:36]([CH3:38])=O. (5) Given the product [Cl:1][C:2]1[C:7]([O:8][CH3:9])=[CH:6][C:5]([O:10][CH3:11])=[CH:4][C:3]=1[C:12]1[C:23](=[O:24])[N:22]([CH2:25][CH2:26][CH2:27][N:28]2[CH2:29][CH2:30][N:31]([C:34]([O:36][C:37]([CH3:40])([CH3:39])[CH3:38])=[O:35])[CH2:32][CH2:33]2)[C:15]2[N:16]=[C:17]([S:20]([CH3:21])=[O:49])[N:18]=[CH:19][C:14]=2[CH:13]=1, predict the reactants needed to synthesize it. The reactants are: [Cl:1][C:2]1[C:7]([O:8][CH3:9])=[CH:6][C:5]([O:10][CH3:11])=[CH:4][C:3]=1[C:12]1[C:23](=[O:24])[N:22]([CH2:25][CH2:26][CH2:27][N:28]2[CH2:33][CH2:32][N:31]([C:34]([O:36][C:37]([CH3:40])([CH3:39])[CH3:38])=[O:35])[CH2:30][CH2:29]2)[C:15]2[N:16]=[C:17]([S:20][CH3:21])[N:18]=[CH:19][C:14]=2[CH:13]=1.C1C=C(Cl)C=C(C(OO)=[O:49])C=1.